Dataset: Reaction yield outcomes from USPTO patents with 853,638 reactions. Task: Predict the reaction yield, written as a fraction of the theoretical maximum amount of product (1.0 means a 100% yield; for example, 0.34 means a 34% yield). (1) The reactants are CC1(C)C(C)(C)[O:5][B:4]([C:9]2[CH:14]=[CH:13][N:12]=[C:11](N3CCNCC3)[CH:10]=2)[O:3]1.Cl.CN(C)[CH2:25][CH2:26][CH2:27][N:28]=[C:29]=NCC.[OH:34]N1C2C=CC=CC=2N=N1.C1(N)CC1.C(N(CC)C(C)C)(C)C. The catalyst is CC(N(C)C)=O.O. The product is [CH:27]1([NH:28][C:29]([C:11]2[CH:10]=[C:9]([B:4]([OH:3])[OH:5])[CH:14]=[CH:13][N:12]=2)=[O:34])[CH2:25][CH2:26]1. The yield is 0.405. (2) The reactants are [C:1]([NH2:4])(=[O:3])[CH3:2].[CH2:5]([O:12][C:13](=[O:28])[NH:14][CH2:15][CH2:16][O:17][C:18]1[CH:23]=[CH:22][C:21]([C:24](=O)[CH2:25]Br)=[CH:20][CH:19]=1)[C:6]1[CH:11]=[CH:10][CH:9]=[CH:8][CH:7]=1. No catalyst specified. The product is [CH2:5]([O:12][C:13](=[O:28])[NH:14][CH2:15][CH2:16][O:17][C:18]1[CH:19]=[CH:20][C:21]([C:24]2[N:4]=[C:1]([CH3:2])[O:3][CH:25]=2)=[CH:22][CH:23]=1)[C:6]1[CH:11]=[CH:10][CH:9]=[CH:8][CH:7]=1. The yield is 0.580. (3) The reactants are [CH:1]1[CH:2]=CC2N(O)N=NC=2[CH:6]=1.C([C:13]1[CH:14]=[C:15]2[C:19](=[CH:20][CH:21]=1)[N:18]([CH:22]1[CH2:27][CH2:26][CH2:25][CH2:24][O:23]1)[N:17]=[C:16]2[C:28]1[CH:29]=[C:30]([CH:34]=[CH:35][CH:36]=1)[C:31]([OH:33])=O)#N.CCN=C=[N:41][CH2:42][CH2:43][CH2:44][N:45]([CH3:47])C.Cl.[NH2:49][CH2:50]CN1CCCCC1. The catalyst is C1COCC1.CN(C=O)C. The product is [C:50]([CH:25]1[CH2:24][O:23][CH:22]([N:18]2[C:19]3[C:15](=[CH:14][CH:13]=[CH:21][CH:20]=3)[C:16]([C:28]3[CH:29]=[C:30]([C:31]([NH:41][CH2:42][CH2:43][CH:44]4[CH2:2][CH2:1][CH2:6][CH2:47][NH:45]4)=[O:33])[CH:34]=[CH:35][CH:36]=3)=[N:17]2)[CH2:27][CH2:26]1)#[N:49]. The yield is 0.910. (4) The reactants are [N:1]1([C:6]2[CH:11]=[CH:10][C:9](/[CH:12]=[CH:13]/[C:14]([C:16]3[CH:21]=[C:20]([Cl:22])[CH:19]=[C:18]([Cl:23])[CH:17]=3)=[O:15])=[CH:8][CH:7]=2)[CH:5]=[N:4][CH:3]=[N:2]1.[F:24][C:25]([Si](C)(C)C)([F:27])[F:26].[F-].C([N+](CCCC)(CCCC)CCCC)CCC.Cl. The catalyst is C1COCC1. The product is [N:1]1([C:6]2[CH:11]=[CH:10][C:9](/[CH:12]=[CH:13]/[C:14]([C:16]3[CH:17]=[C:18]([Cl:23])[CH:19]=[C:20]([Cl:22])[CH:21]=3)([OH:15])[C:25]([F:27])([F:26])[F:24])=[CH:8][CH:7]=2)[CH:5]=[N:4][CH:3]=[N:2]1. The yield is 0.250. (5) The reactants are [NH2:1][C:2]1[C:3]([O:14][CH3:15])=[CH:4][C:5]2[CH2:11][NH:10][CH2:9][C:8](=[O:12])[NH:7][C:6]=2[CH:13]=1.Cl[C:17]1[N:22]=[C:21]([NH:23][C@@H:24]2[CH2:29][CH2:28][CH2:27][CH2:26][C@H:25]2[NH:30][S:31]([CH3:34])(=[O:33])=[O:32])[C:20]([Cl:35])=[CH:19][N:18]=1.Cl.O1CCOCC1.CCN(CC)CC. The catalyst is COCCO. The product is [Cl:35][C:20]1[C:21]([NH:23][C@@H:24]2[CH2:29][CH2:28][CH2:27][CH2:26][C@H:25]2[NH:30][S:31]([CH3:34])(=[O:33])=[O:32])=[N:22][C:17]([NH:1][C:2]2[C:3]([O:14][CH3:15])=[CH:4][C:5]3[CH2:11][NH:10][CH2:9][C:8](=[O:12])[NH:7][C:6]=3[CH:13]=2)=[N:18][CH:19]=1. The yield is 0.0900. (6) The reactants are C([O:8][C:9]([C:11]1([C:19]([O:21]CC2C=CC=CC=2)=[O:20])[CH2:16][CH2:15][P:14]([CH3:18])(=[O:17])[CH2:13][CH2:12]1)=[O:10])C1C=CC=CC=1.[H][H]. The catalyst is C(O)C.[Pd]. The product is [CH3:18][P:14]1(=[O:17])[CH2:13][CH2:12][C:11]([C:9]([OH:10])=[O:8])([C:19]([OH:21])=[O:20])[CH2:16][CH2:15]1. The yield is 0.960.